From a dataset of Forward reaction prediction with 1.9M reactions from USPTO patents (1976-2016). Predict the product of the given reaction. (1) Given the reactants [CH3:1][O:2][C:3]([C:5]1([NH:12][C:13](=[O:25])[C:14]2[CH:19]=[CH:18][C:17]([C:20]([F:23])([F:22])[F:21])=[C:16](Br)[CH:15]=2)[CH2:10][CH2:9][CH:8]([CH3:11])[CH2:7][CH2:6]1)=[O:4].[F:26][C:27]1[CH:32]=[C:31]([O:33][CH3:34])[CH:30]=[C:29]([F:35])[C:28]=1B(O)O.C1(P(C2CCCCC2)C2C=CC=CC=2OC2C=CC=CC=2P(C2CCCCC2)C2CCCCC2)CCCCC1.[O-]P([O-])([O-])=O.[K+].[K+].[K+].O=O, predict the reaction product. The product is: [CH3:1][O:2][C:3]([C:5]1([NH:12][C:13]([C:14]2[CH:15]=[C:16]([C:28]3[C:27]([F:26])=[CH:32][C:31]([O:33][CH3:34])=[CH:30][C:29]=3[F:35])[C:17]([C:20]([F:23])([F:22])[F:21])=[CH:18][CH:19]=2)=[O:25])[CH2:10][CH2:9][CH:8]([CH3:11])[CH2:7][CH2:6]1)=[O:4]. (2) Given the reactants Cl[C:2]1[CH:3]=[C:4]2[C:9](=[CH:10][CH:11]=1)[N:8]=[CH:7][C:6]([O:12][CH2:13][CH3:14])=[CH:5]2.[B:15]1([B:15]2[O:19][C:18]([CH3:21])([CH3:20])[C:17]([CH3:23])([CH3:22])[O:16]2)[O:19][C:18]([CH3:21])([CH3:20])[C:17]([CH3:23])([CH3:22])[O:16]1.CC(C1C=C(C(C)C)C(C2C=CC=CC=2P(C2CCCCC2)C2CCCCC2)=C(C(C)C)C=1)C.CC([O-])=O.[K+], predict the reaction product. The product is: [CH2:13]([O:12][C:6]1[CH:7]=[N:8][C:9]2[C:4]([CH:5]=1)=[CH:3][C:2]([B:15]1[O:19][C:18]([CH3:21])([CH3:20])[C:17]([CH3:23])([CH3:22])[O:16]1)=[CH:11][CH:10]=2)[CH3:14].